This data is from Forward reaction prediction with 1.9M reactions from USPTO patents (1976-2016). The task is: Predict the product of the given reaction. (1) The product is: [Cl:1][C:2]1[C:8]([Cl:9])=[CH:7][CH:6]=[CH:5][C:3]=1[NH:4][CH:12]([C:14]1[CH:15]=[C:16]([C:31]([N:33]([CH3:35])[CH3:34])=[O:32])[CH:17]=[C:18]2[C:23]=1[O:22][C:21]([N:24]1[CH2:29][CH2:28][O:27][CH2:26][CH2:25]1)=[CH:20][C:19]2=[O:30])[CH3:13]. Given the reactants [Cl:1][C:2]1[C:8]([Cl:9])=[CH:7][CH:6]=[CH:5][C:3]=1[NH2:4].Br.Br[CH:12]([C:14]1[CH:15]=[C:16]([C:31]([N:33]([CH3:35])[CH3:34])=[O:32])[CH:17]=[C:18]2[C:23]=1[O:22][C:21]([N:24]1[CH2:29][CH2:28][O:27][CH2:26][CH2:25]1)=[CH:20][C:19]2=[O:30])[CH3:13], predict the reaction product. (2) Given the reactants [H-].[Na+].CS(C)=O.[I-].[CH3:8][S+](C)(C)=O.[CH2:13]([C@:15]12[CH2:25][CH2:24][C:23](=[O:26])[CH2:22][C@H:21]1[CH2:20][CH2:19][O:18][C:17]1[CH:27]=[C:28]([C:31]([NH:33][C:34]3[C:35]([CH3:40])=[N:36][CH:37]=[CH:38][CH:39]=3)=[O:32])[CH:29]=[CH:30][C:16]2=1)[CH3:14].[CH2:41]([C@@:43]12[CH2:53][CH2:52][C:51](=[O:54])[CH2:50][C@@H:49]1[CH2:48][CH2:47][O:46][C:45]1[CH:55]=[C:56]([C:59]([NH:61][C:62]3[C:63]([CH3:68])=[N:64][CH:65]=[CH:66][CH:67]=3)=[O:60])[CH:57]=[CH:58][C:44]2=1)[CH3:42], predict the reaction product. The product is: [CH2:13]([C@:15]12[CH2:25][CH2:24][C@@:23]3([CH2:41][O:26]3)[CH2:22][C@H:21]1[CH2:20][CH2:19][O:18][C:17]1[CH:27]=[C:28]([C:31]([NH:33][C:34]3[C:35]([CH3:40])=[N:36][CH:37]=[CH:38][CH:39]=3)=[O:32])[CH:29]=[CH:30][C:16]2=1)[CH3:14].[CH2:41]([C@@:43]12[CH2:53][CH2:52][C@:51]3([CH2:8][O:54]3)[CH2:50][C@@H:49]1[CH2:48][CH2:47][O:46][C:45]1[CH:55]=[C:56]([C:59]([NH:61][C:62]3[C:63]([CH3:68])=[N:64][CH:65]=[CH:66][CH:67]=3)=[O:60])[CH:57]=[CH:58][C:44]2=1)[CH3:42]. (3) Given the reactants [NH2:1][C:2]1[CH:7]=[CH:6][C:5]([C:8]2[CH:13]=[CH:12][C:11]([C:14]([C@@H:16]3[CH2:20][CH2:19][CH2:18][C@H:17]3[C:21]([O:23]C)=[O:22])=[O:15])=[CH:10][CH:9]=2)=[CH:4][CH:3]=1.[F:25][C:26]1[CH:27]=[CH:28][C:29]2[O:33][C:32](S(C)(=O)=O)=[N:31][C:30]=2[CH:38]=1.[OH-].[Na+].Cl, predict the reaction product. The product is: [F:25][C:26]1[CH:27]=[CH:28][C:29]2[O:33][C:32]([NH:1][C:2]3[CH:3]=[CH:4][C:5]([C:8]4[CH:13]=[CH:12][C:11]([C:14]([CH:16]5[CH2:20][CH2:19][CH2:18][CH:17]5[C:21]([OH:23])=[O:22])=[O:15])=[CH:10][CH:9]=4)=[CH:6][CH:7]=3)=[N:31][C:30]=2[CH:38]=1.